This data is from Experimentally validated miRNA-target interactions with 360,000+ pairs, plus equal number of negative samples. The task is: Binary Classification. Given a miRNA mature sequence and a target amino acid sequence, predict their likelihood of interaction. (1) The miRNA is hsa-miR-3941 with sequence UUACACACAACUGAGGAUCAUA. The protein sequence of the target gene is MMSFVQCGTWFLLTLLHPSLILAQQSNVDELGCNYLGQSYESRDVWKPEPCQICVCDSGSVLCDDIMCDDEPLDCPNPEIPFGECCAICPQPSTPAPVIPDGNRPQGPKGDPGPPGIPGRNGDPGLPGQPGLPGPPGSPGICESCPTGGQNYSPQFDSYDVKSGVGGMGGYPGPAGPPGPPGPPGSSGHPGSPGSPGYQGPPGEPGQAGPAGPPGPPGAIGPSGPAGKDGESGRPGRPGERGLPGPPGIKGPAGIPGFPGMKGHRGFDGRNGEKGETGAPGLKGENGLPGDNGAPGPMGP.... Result: 0 (no interaction). (2) The miRNA is hsa-miR-4309 with sequence CUGGAGUCUAGGAUUCCA. The protein sequence of the target gene is MLDFFTIFSKGGLVLWCFQGVSDSCTGPVNALIRSVLLQERGGNNSFTHEALTLKYKLDNQFELVFVVGFQKILTLTYVDKLIDDVHRLFRDKYRTEIQQQSALSLLNGTFDFQNDFLRLLREAEESSKIRAPTTMKKFEDSEKAKKPVRSMIETRGEKPKEKAKNSKKKGAKKEGSDGPLATSKPVPAEKSGLPVGPENGVELSKEELIRRKREEFIQKHGRGMEKSNKSTKSDAPKEKGKKAPRVWELGGCANKEVLDYSTPTTNGTPEAALSEDINLIRGTGSGGQLQDLDCSSSDD.... Result: 0 (no interaction). (3) The miRNA is hsa-miR-30c-5p with sequence UGUAAACAUCCUACACUCUCAGC. The protein sequence of the target gene is MHGRLKVKTSEEQAEAKRLEREQKLKLYQSATQAVFQKRQAGELDESVLELTSQILGANPDFATLWNCRREVLQQLETQKSPEELAALVKAELGFLESCLRVNPKSYGTWHHRCWLLGRLPEPNWTRELELCARFLEVDERNFHCWDYRRFVATQAAVPPAEELAFTDSLITRNFSNYSSWHYRSCLLPQLHPQPDSGPQGRLPEDVLLKELELVQNAFFTDPNDQSAWFYHRWLLGRADPQDALRCLHVSRDEACLTVSFSRPLLVGSRMEILLLMVDDSPLIVEWRTPDGRNRPSHVW.... Result: 0 (no interaction). (4) The miRNA is hsa-miR-8089 with sequence CCUGGGGACAGGGGAUUGGGGCAG. The protein sequence of the target gene is MLPSQEASKLYHEHYMRNSRAIGVLWAIFTICFAIINVVVFIQPYWVGDSVSTPKPGYFGLFHYCVGSGLAGRELTCRGSFTDFSTIPSSAFKAAAFFVLLSMVLILGCITCFSLFFFCNTATVYKICAWMQLLAALCLVLGCMIFPDGWDAETIRDMCGAKTGKYSLGDCSVRWAYILAIIGILNALILSFLAFVLGNRQTDLLQEELKPENKDFVGSTVSSVLRPGGDVSGWGVLPCPVAHSQGP. Result: 1 (interaction). (5) The miRNA is hsa-miR-7856-5p with sequence UUUUAAGGACACUGAGGGAUC. The protein sequence of the target gene is MAGQQFQYDDSGNTFFYFLTSFVGLIVIPATYYLWPRDQNAEQIRLKNIRKVYGRCMWYRLRLLKPQPNIIPTVKKIVLLAGWALFLFLAYKVSKTDREYQEYNPYEVLNLDPGATVAEIKKQYRLLSLKYHPDKGGDEVMFMRIAKAYAALTDEESRKNWEEFGNPDGPQATSFGIALPAWIVDQKNSILVLLVYGLAFMVILPVVVGSWWYRSIRYSGDQILIRTTQIYTYFVYKTRNMDMKRLIMVLAGASEFDPQYNKDATSRPTDNILIPQLIREIGSINLKKNEPPLTCPYSLK.... Result: 1 (interaction). (6) The miRNA is hsa-miR-520c-5p with sequence CUCUAGAGGGAAGCACUUUCUG. The protein sequence of the target gene is MAVQPKDTLQLDSAAEVGFVRFFQGMPEKPTTTVRLFDRGDFYTAHREDALLAAREVFKTQGVVKYMGPAGAKTLESVVLSKMNFESFVKDLLLVRQYRVEVYKNRAGNKASKENDWYLAFKASPGNLSQFEDILFGNNDMSASIGVVGVKMSTVDGQRQVGVGYVDSTQRKLGLCEFPDNDQFSNLEALLIQIGPKECVMPGGETAGDMGKLRQVIQRGGILITERKRADFSTKDIYQDLNRLLKGKKGEQVNSAVLPEMENQVAVSSLSAVIKFLELLSDDSNFGQFELTTFDFSQYM.... Result: 0 (no interaction). (7) The miRNA is hsa-miR-4490 with sequence UCUGGUAAGAGAUUUGGGCAUA. The protein sequence of the target gene is MKLAAMIKKMCPSDSELSIPAKNCYRMVILGSSKVGKTAIVSRFLTGRFEDAYTPTIEDFHRKFYSIRGEVYQLDILDTSGNHPFPAMRRLSILTGDVFILVFSLDNRDSFEEVQRLKQQILDTKSCLKNKTKENVDVPLVICGNKGDRDFYREVEQREIEQLVGDDPQRCAYFEISAKKNSSLDQMFRALFAMAKLPSEMSPDLHRKVSVQYCDVLHKKALRNKKLLRAGSGGGGDHGDAFGILAPFARRPSVHSDLMYIREKTSVSSQAKDKERCVIS. Result: 0 (no interaction). (8) The miRNA is hsa-miR-5002-5p with sequence AAUUUGGUUUCUGAGGCACUUAGU. The protein sequence of the target gene is MSLHFLYYCSEPTLDVKIAFCQGFDKQVDVSYIAKHYNMSKSKVDNQFYSVEVGDSTFTVLKRYQNLKPIGSGAQGIVCAAYDAVLDRNVAIKKLSRPFQNQTHAKRAYRELVLMKCVNHKNIISLLNVFTPQKTLEEFQDVYLVMELMDANLCQVIQMELDHERMSYLLYQMLCGIKHLHSAGIIHRDLKPSNIVVKSDCTLKILDFGLARTAGTSFMMTPYVVTRYYRAPEVILGMGYKENVDIWSVGCIMGEMVRHKILFPGRDYIDQWNKVIEQLGTPCPEFMKKLQPTVRNYVEN.... Result: 1 (interaction). (9) The miRNA is hsa-miR-548d-3p with sequence CAAAAACCACAGUUUCUUUUGC. The protein sequence of the target gene is MDLSPRNRPLLDSSSLDSGSLTSLDSSVFCSEGEGEPLALGDCFTVNVGGSRFVLSQQALSCFPHTRLGKLAVVVASYRRLGALAAAPSPLELCDDANPVDNEYFFDRSSQAFRYVLHYYRTGRLHVMEQLCALSFLQEIQYWGIDELSIDSCCRDRYFRRKELSETLDFKKDTDDQESQHESEQDFSKGPCPTVRQKLWDILEKPGSSTAARIFGVISIIFVAVSIVNMALMSAELSWLNLQLLEILEYVCISWFTGEFVLRFLCVKDRCHFLRKVPNIIDLLAILPFYITLLVESLSG.... Result: 0 (no interaction). (10) The miRNA is ath-miR408-3p with sequence AUGCACUGCCUCUUCCCUGGC. The protein sequence of the target gene is MEAPAPAETAGCEELDMDVMRPLINEQNFDGSSDEEQEQTLVPIQKHYQLDGQHGISFLQTLVHLLKGNIGTGLLGLPLAIKNAGIVLGPISLVFIGIISVHCMHILVRCSHFLCQRFKKSTLGYSDTVSFAMEASPWSCLQRQAAWGRQVVDFFLVITQLGFCSVYIVFLAENVKQVHEGFLGSTPIVSNGSDLSHACERRSVDLRVYMLCFLPLIILLVFIRELKNLFVLSFLANISMAASLVIIYQYVVRNMPDPHNLPIVAGWKKYPLFFGTAVFAFEGIGVVLPLENQMRESKRF.... Result: 0 (no interaction).